From a dataset of Catalyst prediction with 721,799 reactions and 888 catalyst types from USPTO. Predict which catalyst facilitates the given reaction. Product: [N:17]1([CH2:2][C:3]2[N:8]=[C:7]([NH2:9])[CH:6]=[CH:5][N:4]=2)[CH2:22][CH2:21][O:20][CH2:19][CH2:18]1. The catalyst class is: 8. Reactant: Cl[CH2:2][C:3]1[N:8]=[C:7]([NH2:9])[CH:6]=[CH:5][N:4]=1.C(N(CC)CC)C.[NH:17]1[CH2:22][CH2:21][O:20][CH2:19][CH2:18]1.